Dataset: Peptide-MHC class II binding affinity with 134,281 pairs from IEDB. Task: Regression. Given a peptide amino acid sequence and an MHC pseudo amino acid sequence, predict their binding affinity value. This is MHC class II binding data. (1) The peptide sequence is VRFSWLSLLVPFVQW. The MHC is HLA-DPA10103-DPB10401 with pseudo-sequence HLA-DPA10103-DPB10401. The binding affinity (normalized) is 0.590. (2) The peptide sequence is THMWFSRAVAQSILA. The MHC is DRB3_0101 with pseudo-sequence DRB3_0101. The binding affinity (normalized) is 0.430. (3) The peptide sequence is LVKYVNGDGDVVAVD. The MHC is DRB1_0901 with pseudo-sequence DRB1_0901. The binding affinity (normalized) is 0.321. (4) The MHC is HLA-DQA10301-DQB10302 with pseudo-sequence HLA-DQA10301-DQB10302. The peptide sequence is EEDIEIIPIQKEEY. The binding affinity (normalized) is 0.769. (5) The peptide sequence is DGTYDITKLGAKPDG. The MHC is DRB1_1001 with pseudo-sequence DRB1_1001. The binding affinity (normalized) is 0.343. (6) The peptide sequence is EYIMKGVYINTALLN. The MHC is DRB1_0701 with pseudo-sequence DRB1_0701. The binding affinity (normalized) is 0.358. (7) The peptide sequence is AAATAGTTGYGAFAA. The MHC is HLA-DQA10501-DQB10301 with pseudo-sequence HLA-DQA10501-DQB10301. The binding affinity (normalized) is 0.554. (8) The peptide sequence is LLQTLVLSSAHSDSL. The MHC is DRB1_0101 with pseudo-sequence DRB1_0101. The binding affinity (normalized) is 0.733. (9) The peptide sequence is LTGYSLFQKEKMVLN. The MHC is HLA-DQA10102-DQB10602 with pseudo-sequence HLA-DQA10102-DQB10602. The binding affinity (normalized) is 0.348.